Dataset: Blood-brain barrier permeability classification from the B3DB database. Task: Regression/Classification. Given a drug SMILES string, predict its absorption, distribution, metabolism, or excretion properties. Task type varies by dataset: regression for continuous measurements (e.g., permeability, clearance, half-life) or binary classification for categorical outcomes (e.g., BBB penetration, CYP inhibition). Dataset: b3db_classification. (1) The compound is CC(=O)N(O)CCCCCNC(=O)CCC(=O)N(O)CCCCCNC(=O)CCC(=O)N(O)CCCCCN. The result is 0 (does not penetrate BBB). (2) The compound is N[C@@H](C(=O)N[C@@H]1C(=O)N2C(C(=O)O)=C(Cl)CC[C@@H]12)c1ccccc1. The result is 0 (does not penetrate BBB). (3) The compound is CC(=O)OCC1=C(C(=O)O)N2C(=O)[C@@H](NC(=O)CC#N)[C@H]2SC1. The result is 0 (does not penetrate BBB).